From a dataset of Reaction yield outcomes from USPTO patents with 853,638 reactions. Predict the reaction yield, written as a fraction of the theoretical maximum amount of product (1.0 means a 100% yield; for example, 0.34 means a 34% yield). The reactants are [C:1]1([P:7]([C:14]2[CH:19]=[CH:18][CH:17]=[CH:16][CH:15]=2)[C:8]2[CH:13]=[CH:12][CH:11]=[CH:10][CH:9]=2)[CH:6]=[CH:5][CH:4]=[CH:3][CH:2]=1.C(OC(=O)C(C)(C)CCCCC[Br:30])C. The catalyst is C1(C)C=CC=CC=1. The product is [Br-:30].[C:14]1([PH+:7]([C:1]2[CH:2]=[CH:3][CH:4]=[CH:5][CH:6]=2)[C:8]2[CH:13]=[CH:12][CH:11]=[CH:10][CH:9]=2)[CH:15]=[CH:16][CH:17]=[CH:18][CH:19]=1. The yield is 0.818.